This data is from Full USPTO retrosynthesis dataset with 1.9M reactions from patents (1976-2016). The task is: Predict the reactants needed to synthesize the given product. Given the product [CH3:21][O:20][C:17]1[CH:18]=[CH:19][C:14]([CH2:13][O:12][C:4]2[CH:3]=[C:2]([C:27]3[C:26]4[CH:38]=[CH:39][O:40][C:25]=4[C:24](=[O:41])[N:23]([CH3:22])[CH:28]=3)[CH:7]=[C:6]([S:8]([CH3:11])(=[O:10])=[O:9])[CH:5]=2)=[CH:15][CH:16]=1, predict the reactants needed to synthesize it. The reactants are: Br[C:2]1[CH:7]=[C:6]([S:8]([CH3:11])(=[O:10])=[O:9])[CH:5]=[C:4]([O:12][CH2:13][C:14]2[CH:19]=[CH:18][C:17]([O:20][CH3:21])=[CH:16][CH:15]=2)[CH:3]=1.[CH3:22][N:23]1[CH:28]=[C:27](B2OC(C)(C)C(C)(C)O2)[C:26]2[CH:38]=[CH:39][O:40][C:25]=2[C:24]1=[O:41].[O-]P([O-])([O-])=O.[K+].[K+].[K+].